This data is from TCR-epitope binding with 47,182 pairs between 192 epitopes and 23,139 TCRs. The task is: Binary Classification. Given a T-cell receptor sequence (or CDR3 region) and an epitope sequence, predict whether binding occurs between them. The epitope is KAFSPEVIPMF. The TCR CDR3 sequence is CATEASGNTIYF. Result: 1 (the TCR binds to the epitope).